From a dataset of Reaction yield outcomes from USPTO patents with 853,638 reactions. Predict the reaction yield, written as a fraction of the theoretical maximum amount of product (1.0 means a 100% yield; for example, 0.34 means a 34% yield). (1) The reactants are [Br:1][C:2]1[CH:10]=[CH:9][C:5]2[CH:6]=[CH:7][S:8][C:4]=2[C:3]=1[OH:11].[C:12](=O)([O-])[O-].[K+].[K+].S(OC)(OC)(=O)=O. The catalyst is CC(C)=O. The product is [Br:1][C:2]1[CH:10]=[CH:9][C:5]2[CH:6]=[CH:7][S:8][C:4]=2[C:3]=1[O:11][CH3:12]. The yield is 0.840. (2) The reactants are Cl[C:2]1[CH:7]=[N:6][CH:5]=[C:4]([C:8]#[N:9])[N:3]=1.[CH3:10][NH:11][CH3:12].C(#N)C.C1COCC1. The catalyst is O.C(OCC)(=O)C. The product is [C:8]([C:4]1[CH:5]=[N:6][CH:7]=[C:2]([N:11]([CH3:12])[CH3:10])[N:3]=1)#[N:9]. The yield is 0.550. (3) The reactants are [CH:1]1[C:13]2[NH:12][C:11]3[C:6](=[CH:7][CH:8]=[CH:9][CH:10]=3)[C:5]=2[CH:4]=[C:3]([C:14]([O:16]CC)=O)[N:2]=1.[H-].[Na+].[F:21][C:22]1[CH:29]=[CH:28][C:25]([CH2:26]Br)=[CH:24][CH:23]=1.[NH2:30][OH:31]. The catalyst is CN(C=O)C.CO.O. The product is [F:21][C:22]1[CH:29]=[CH:28][C:25]([CH2:26][N:12]2[C:13]3[CH:1]=[N:2][C:3]([C:14]([NH:30][OH:31])=[O:16])=[CH:4][C:5]=3[C:6]3[C:11]2=[CH:10][CH:9]=[CH:8][CH:7]=3)=[CH:24][CH:23]=1. The yield is 0.390.